This data is from Forward reaction prediction with 1.9M reactions from USPTO patents (1976-2016). The task is: Predict the product of the given reaction. Given the reactants [CH2:1]([O:5][C:6]1[N:14]=[C:13]2[C:9]([N:10]=[C:11]([O:22][CH3:23])[N:12]2[CH2:15][CH2:16][CH2:17][CH2:18][CH2:19][CH2:20]Cl)=[C:8]([NH2:24])[N:7]=1)[CH2:2][CH2:3][CH3:4].[N:25]1([C:31]([O:33][C:34]([CH3:37])([CH3:36])[CH3:35])=[O:32])[CH2:30][CH2:29][NH:28][CH2:27][CH2:26]1.C(N(CC)C(C)C)(C)C.[I-].[Na+], predict the reaction product. The product is: [NH2:24][C:8]1[N:7]=[C:6]([O:5][CH2:1][CH2:2][CH2:3][CH3:4])[N:14]=[C:13]2[C:9]=1[N:10]=[C:11]([O:22][CH3:23])[N:12]2[CH2:15][CH2:16][CH2:17][CH2:18][CH2:19][CH2:20][N:28]1[CH2:27][CH2:26][N:25]([C:31]([O:33][C:34]([CH3:37])([CH3:36])[CH3:35])=[O:32])[CH2:30][CH2:29]1.